Task: Predict the reactants needed to synthesize the given product.. Dataset: Full USPTO retrosynthesis dataset with 1.9M reactions from patents (1976-2016) (1) The reactants are: [NH2:1][C:2]1[CH:7]=[CH:6][C:5]([S:8]C#N)=[CH:4][C:3]=1[C:11]#[N:12].I[CH:14](C)C.[OH-].[Na+].C1O[CH2:32][CH2:31]OCCOCCOCCOC1.[BH4-].[Na+]. Given the product [NH2:1][C:2]1[CH:7]=[CH:6][C:5]([S:8][CH:31]([CH3:32])[CH3:14])=[CH:4][C:3]=1[C:11]#[N:12], predict the reactants needed to synthesize it. (2) Given the product [Cl:1][C:2]1[C:3]([O:15][CH:16]([C:21]2[CH:22]=[N:23][CH:24]=[CH:25][CH:26]=2)[C:17]([F:19])([F:20])[F:18])=[N:4][C:5]2[C:10]([N:11]=1)=[CH:9][C:8]([NH2:12])=[CH:7][CH:6]=2, predict the reactants needed to synthesize it. The reactants are: [Cl:1][C:2]1[C:3]([O:15][CH:16]([C:21]2[CH:22]=[N:23][CH:24]=[CH:25][CH:26]=2)[C:17]([F:20])([F:19])[F:18])=[N:4][C:5]2[C:10]([N:11]=1)=[CH:9][C:8]([N+:12]([O-])=O)=[CH:7][CH:6]=2.[Cl-].[NH4+]. (3) Given the product [Cl:30][C:7]1[CH:8]=[C:9]([O:12][CH2:13][C:14]2[N:15]=[C:16]([C:20]3[CH:21]=[CH:22][C:23]([O:26][CH:27]([CH3:29])[CH3:28])=[CH:24][CH:25]=3)[O:17][C:18]=2[CH3:19])[CH:10]=[CH:11][C:6]=1[CH2:5][C@H:4]([O:31][CH2:32][CH3:33])[C:3]([OH:34])=[O:2], predict the reactants needed to synthesize it. The reactants are: C[O:2][C:3](=[O:34])[C@@H:4]([O:31][CH2:32][CH3:33])[CH2:5][C:6]1[CH:11]=[CH:10][C:9]([O:12][CH2:13][C:14]2[N:15]=[C:16]([C:20]3[CH:25]=[CH:24][C:23]([O:26][CH:27]([CH3:29])[CH3:28])=[CH:22][CH:21]=3)[O:17][C:18]=2[CH3:19])=[CH:8][C:7]=1[Cl:30].[Li+].[OH-]. (4) Given the product [CH3:26][C:25]1[O:24][N:23]=[CH:22][C:21]=1[C:19]([OH:20])=[O:18], predict the reactants needed to synthesize it. The reactants are: Cl.NO.C(=O)([O-])[O-].[K+].[K+].C(=O)([O-])[O-].[Na+].[Na+].C([O:18][C:19]([C:21]1[CH:22]=[N:23][O:24][C:25]=1[CH3:26])=[O:20])C.Cl. (5) Given the product [I:16][C:5]1[S:1][C:2]([C:6]2[CH:7]=[C:8]3[C:12](=[CH:13][CH:14]=2)[NH:11][C:10](=[O:15])[CH2:9]3)=[CH:3][CH:4]=1, predict the reactants needed to synthesize it. The reactants are: [S:1]1[CH:5]=[CH:4][CH:3]=[C:2]1[C:6]1[CH:7]=[C:8]2[C:12](=[CH:13][CH:14]=1)[NH:11][C:10](=[O:15])[CH2:9]2.[I:16]N1C(=O)CCC1=O. (6) Given the product [CH2:3]([NH:21][C:17]1[CH:16]=[C:15]2[C:20](=[CH:19][CH:18]=1)[O:11][CH2:12][CH2:13][CH2:14]2)[CH3:4], predict the reactants needed to synthesize it. The reactants are: CO[C:3]1C=CC(N)=C[C:4]=1C.[O:11]1[C:20]2[C:15](=[CH:16][C:17]([NH2:21])=[CH:18][CH:19]=2)[CH2:14][CH2:13][CH2:12]1. (7) Given the product [Cl:21][C:16]1[CH:17]=[CH:18][CH:19]=[CH:20][C:15]=1[O:14][CH:11]1[CH2:10][CH2:9][N:8]([C:6](=[O:7])[CH2:5][C:4]([OH:22])=[O:3])[CH2:13][CH2:12]1, predict the reactants needed to synthesize it. The reactants are: C([O:3][C:4](=[O:22])[CH2:5][C:6]([N:8]1[CH2:13][CH2:12][CH:11]([O:14][C:15]2[CH:20]=[CH:19][CH:18]=[CH:17][C:16]=2[Cl:21])[CH2:10][CH2:9]1)=[O:7])C.CO.O.O[Li].O.